Dataset: Full USPTO retrosynthesis dataset with 1.9M reactions from patents (1976-2016). Task: Predict the reactants needed to synthesize the given product. (1) Given the product [CH3:21][N:17]1[CH2:18][CH2:19][CH2:20][C@@H:15]([CH2:14][N:11]2[CH2:12][CH2:13][NH:8][CH2:9][CH2:10]2)[CH2:16]1, predict the reactants needed to synthesize it. The reactants are: C([N:8]1[CH2:13][CH2:12][N:11]([CH2:14][C@@H:15]2[CH2:20][CH2:19][CH2:18][N:17]([CH3:21])[CH2:16]2)[CH2:10][CH2:9]1)C1C=CC=CC=1.[H][H]. (2) The reactants are: [NH2:1][C@H:2]([C:4]1[N:9]([C:10]2[CH:15]=[CH:14][CH:13]=[CH:12][CH:11]=2)[C:8](=[O:16])[C:7]2=[C:17]([CH3:20])[CH:18]=[CH:19][N:6]2[N:5]=1)[CH3:3].[Br:21][C:22]1[C:23]([NH2:29])=[N:24][CH:25]=[N:26][C:27]=1Cl.[F-].[Cs+].C(N(CC)C(C)C)(C)C. Given the product [NH2:29][C:23]1[N:24]=[CH:25][N:26]=[C:27]([NH:1][C@H:2]([C:4]2[N:9]([C:10]3[CH:15]=[CH:14][CH:13]=[CH:12][CH:11]=3)[C:8](=[O:16])[C:7]3=[C:17]([CH3:20])[CH:18]=[CH:19][N:6]3[N:5]=2)[CH3:3])[C:22]=1[Br:21], predict the reactants needed to synthesize it. (3) Given the product [N:19]([CH2:6][CH:7]1[CH2:8][N:9]([C@@H:13]([CH2:14][CH3:15])[C:16]([NH2:18])=[O:17])[C:10](=[O:12])[CH2:11]1)=[N+:20]=[N-:21], predict the reactants needed to synthesize it. The reactants are: CS(O[CH2:6][CH:7]1[CH2:11][C:10](=[O:12])[N:9]([C@H:13]([C:16]([NH2:18])=[O:17])[CH2:14][CH3:15])[CH2:8]1)(=O)=O.[N-:19]=[N+:20]=[N-:21].[Na+].FCC1CN([C@@H](CC)C(N)=O)C(=O)C1.O=C1CC(CN2C=NN=N2)CN1[C@@H](CC)C(N)=O.O=C1CC(CN2C=NC=N2)CN1[C@@H](CC)C(N)=O.O=C1CC(CN2C=CN=N2)CN1C(CC)C(N)=O.C(SCC1CN([C@@H](CC)C(N)=O)C(=O)C1)(C)C.O=C1CC(CN2CCCC2)CN1[C@@H](CC)C(N)=O.O=C1CC(CN2CCSCC2)CN1[C@@H](CC)C(N)=O. (4) Given the product [CH3:30][C:20]1[CH:25]=[CH:24][C:23]([S:26]([O:1][CH2:2][C:3]2[O:7][N:6]=[C:5]([C:8]([OH:12])([C:10]#[CH:11])[CH3:9])[CH:4]=2)(=[O:28])=[O:27])=[CH:22][CH:21]=1, predict the reactants needed to synthesize it. The reactants are: [OH:1][CH2:2][C:3]1[O:7][N:6]=[C:5]([C:8]([OH:12])([C:10]#[CH:11])[CH3:9])[CH:4]=1.C(N(CC)CC)C.[C:20]1([CH3:30])[CH:25]=[CH:24][C:23]([S:26](Cl)(=[O:28])=[O:27])=[CH:22][CH:21]=1. (5) The reactants are: [CH:1]1[C:13]2[CH2:12][C:11]3[C:6](=[CH:7][CH:8]=[CH:9][CH:10]=3)[C:5]=2[CH:4]=[CH:3][CH:2]=1.C([Li])CCC.[CH2:19](Br)[CH2:20][CH2:21][CH2:22][CH2:23][CH3:24].O. Given the product [CH2:19]([CH:12]1[C:11]2[CH:10]=[CH:9][CH:8]=[CH:7][C:6]=2[C:5]2[C:13]1=[CH:1][CH:2]=[CH:3][CH:4]=2)[CH2:20][CH2:21][CH2:22][CH2:23][CH3:24], predict the reactants needed to synthesize it. (6) Given the product [CH:9]1[C:10]2[C:5](=[CH:4][CH:3]=[C:2]([NH:1][C:18]([C:15]3[CH:16]=[CH:17][C:12]([C:21]4[CH:22]=[CH:23][CH:24]=[CH:25][CH:26]=4)=[CH:13][CH:14]=3)=[O:19])[CH:11]=2)[CH:6]=[CH:7][N:8]=1, predict the reactants needed to synthesize it. The reactants are: [NH2:1][C:2]1[CH:11]=[C:10]2[C:5]([CH:6]=[CH:7][N:8]=[CH:9]2)=[CH:4][CH:3]=1.[C:12]1([C:21]2[CH:26]=[CH:25][CH:24]=[CH:23][CH:22]=2)[CH:17]=[CH:16][C:15]([C:18](O)=[O:19])=[CH:14][CH:13]=1.Cl.CN(C)CCCN=C=NCC. (7) Given the product [C:31]([O:35][C:36]([N:38]1[CH2:43][CH2:42][C:41]([C:7]2[N:8]([CH3:11])[C:9]3[C:5]([N:6]=2)=[C:4]([N:12]2[CH2:17][CH2:16][O:15][CH2:14][CH2:13]2)[N:3]=[C:2]([Cl:1])[N:10]=3)([OH:44])[CH2:40][CH2:39]1)=[O:37])([CH3:34])([CH3:32])[CH3:33], predict the reactants needed to synthesize it. The reactants are: [Cl:1][C:2]1[N:10]=[C:9]2[C:5]([N:6]=[CH:7][N:8]2[CH3:11])=[C:4]([N:12]2[CH2:17][CH2:16][O:15][CH2:14][CH2:13]2)[N:3]=1.CN(CCN(C)C)C.[Li]CCCC.[C:31]([O:35][C:36]([N:38]1[CH2:43][CH2:42][C:41](=[O:44])[CH2:40][CH2:39]1)=[O:37])([CH3:34])([CH3:33])[CH3:32]. (8) Given the product [ClH:23].[ClH:23].[N:1]1[CH:6]=[CH:5][CH:4]=[C:3]([N:7]2[C:8]3([CH2:9][CH2:10][NH:11][CH2:12]3)[CH2:20][CH2:21][CH2:22]2)[CH:2]=1, predict the reactants needed to synthesize it. The reactants are: [N:1]1[CH:6]=[CH:5][CH:4]=[C:3]([N:7]2[CH2:22][CH2:21][CH2:20][C:8]32[CH2:12][N:11](C(OC(C)(C)C)=O)[CH2:10][CH2:9]3)[CH:2]=1.[ClH:23]. (9) The reactants are: [CH3:1][N:2]1[C:6]([CH3:7])=[C:5]([CH3:8])[C:4](=[O:9])[N:3]1[C:10]1[CH:15]=[CH:14][CH:13]=[CH:12][CH:11]=1.[Br:16]N1C(=O)CCC1=O. Given the product [Br:16][CH2:7][C:6]1[N:2]([CH3:1])[N:3]([C:10]2[CH:15]=[CH:14][CH:13]=[CH:12][CH:11]=2)[C:4](=[O:9])[C:5]=1[CH3:8], predict the reactants needed to synthesize it. (10) Given the product [NH2:1][CH2:2][C:3]1[N:4]([CH2:21][CH:22]([CH3:24])[CH3:23])[C:5](=[O:20])[C:6]2[C:11]([C:12]=1[C:13]1[CH:18]=[CH:17][CH:16]=[CH:15][CH:14]=1)=[CH:10][C:9]([C:25]#[N:26])=[CH:8][CH:7]=2, predict the reactants needed to synthesize it. The reactants are: [NH2:1][CH2:2][C:3]1[N:4]([CH2:21][CH:22]([CH3:24])[CH3:23])[C:5](=[O:20])[C:6]2[C:11]([C:12]=1[C:13]1[CH:18]=[CH:17][CH:16]=[CH:15][CH:14]=1)=[CH:10][C:9](Br)=[CH:8][CH:7]=2.[CH3:25][N:26]1CCCC1=O.[Cl-].[NH4+].